From a dataset of Full USPTO retrosynthesis dataset with 1.9M reactions from patents (1976-2016). Predict the reactants needed to synthesize the given product. (1) Given the product [F:12][C:3]1[CH:4]=[C:5]([S:8]([CH3:11])(=[O:10])=[O:9])[CH:6]=[CH:7][C:2]=1[C:13]([CH3:15])=[CH2:14], predict the reactants needed to synthesize it. The reactants are: Br[C:2]1[CH:7]=[CH:6][C:5]([S:8]([CH3:11])(=[O:10])=[O:9])=[CH:4][C:3]=1[F:12].[C:13]([B-](F)(F)F)([CH3:15])=[CH2:14].[K+].C(N(CC)CC)C.O. (2) Given the product [CH3:12][O:11][C:9]([C:7]1[N:6]([CH2:14][C:15]2[C:24]3[C:19](=[CH:20][CH:21]=[CH:22][CH:23]=3)[CH:18]=[CH:17][CH:16]=2)[C:5]2[S:1][CH:2]=[CH:3][C:4]=2[CH:8]=1)=[O:10], predict the reactants needed to synthesize it. The reactants are: [S:1]1[C:5]2[NH:6][C:7]([C:9]([O:11][CH3:12])=[O:10])=[CH:8][C:4]=2[CH:3]=[CH:2]1.Br[CH2:14][C:15]1[C:24]2[C:19](=[CH:20][CH:21]=[CH:22][CH:23]=2)[CH:18]=[CH:17][CH:16]=1. (3) The reactants are: [OH:1][CH2:2][C@@H:3]1[CH2:8][C@H:7]([N:9]([C:14]([C:16]2[N:17]=[N:18][N:19]([C:27]3[CH:32]=[CH:31][CH:30]=[CH:29][C:28]=3[CH3:33])[C:20]=2[CH2:21][O:22][CH2:23][CH2:24][O:25][CH3:26])=[O:15])[CH2:10][CH:11]([CH3:13])[CH3:12])[CH2:6][N:5]([C:34]([O:36][C:37]([CH3:40])([CH3:39])[CH3:38])=[O:35])[CH2:4]1.C(N(CC)CC)C. Given the product [CH:2]([C@@H:3]1[CH2:8][C@H:7]([N:9]([C:14]([C:16]2[N:17]=[N:18][N:19]([C:27]3[CH:32]=[CH:31][CH:30]=[CH:29][C:28]=3[CH3:33])[C:20]=2[CH2:21][O:22][CH2:23][CH2:24][O:25][CH3:26])=[O:15])[CH2:10][CH:11]([CH3:12])[CH3:13])[CH2:6][N:5]([C:34]([O:36][C:37]([CH3:39])([CH3:38])[CH3:40])=[O:35])[CH2:4]1)=[O:1], predict the reactants needed to synthesize it. (4) Given the product [NH2:1][C:2]1[C:3]([C:33]#[N:34])=[C:4]([NH:8][CH:9]([C:11]2[CH:12]=[C:13]3[N:18]([C:19]=2[C:20]2[CH2:21][CH2:22][NH:23][CH2:24][CH:25]=2)[CH:17]=[CH:16][CH:15]=[CH:14]3)[CH3:10])[N:5]=[CH:6][N:7]=1, predict the reactants needed to synthesize it. The reactants are: [NH2:1][C:2]1[N:7]=[CH:6][N:5]=[C:4]([NH:8][CH:9]([C:11]2[CH:12]=[C:13]3[N:18]([C:19]=2[C:20]2[CH2:21][CH2:22][N:23](C(OC(C)(C)C)=O)[CH2:24][CH:25]=2)[CH:17]=[CH:16][CH:15]=[CH:14]3)[CH3:10])[C:3]=1[C:33]#[N:34].FC(F)(F)C(O)=O. (5) The reactants are: [Cl:1][C:2]1[C:23]([Cl:24])=[CH:22][C:5]2[N:6]([C:11]3[CH:16]=[CH:15][C:14]([C@H:17]4[CH2:20][C@H:19](O)[CH2:18]4)=[CH:13][CH:12]=3)[C:7]([CH2:9][CH3:10])=[N:8][C:4]=2[CH:3]=1.C1(P(C2C=CC=CC=2)C2C=CC=CC=2)C=CC=CC=1.C1(P([N:58]=[N+:59]=[N-:60])(C2C=CC=CC=2)=O)C=CC=CC=1.N(C(OCC)=O)=NC(OCC)=O. Given the product [Cl:1][C:2]1[C:23]([Cl:24])=[CH:22][C:5]2[N:6]([C:11]3[CH:16]=[CH:15][C:14]([C@@H:17]4[CH2:20][C@H:19]([N:58]=[N+:59]=[N-:60])[CH2:18]4)=[CH:13][CH:12]=3)[C:7]([CH2:9][CH3:10])=[N:8][C:4]=2[CH:3]=1, predict the reactants needed to synthesize it.